This data is from Catalyst prediction with 721,799 reactions and 888 catalyst types from USPTO. The task is: Predict which catalyst facilitates the given reaction. (1) The catalyst class is: 179. Product: [CH3:25][N:22]1[CH2:23][CH2:24][C:19]([C:16]2[CH:17]=[CH:18][C:13]([NH:12][C:4]3[N:3]=[C:2]([N:39]4[CH2:40][CH2:41][CH2:42][C:36]5([O:35][N:34]=[C:33]([C:27]6[CH:32]=[CH:31][CH:30]=[CH:29][CH:28]=6)[CH2:37]5)[CH2:38]4)[C:10]([F:11])=[CH:9][C:5]=3[C:6]([NH2:8])=[O:7])=[CH:14][CH:15]=2)([CH3:26])[CH2:20][CH2:21]1. Reactant: Cl[C:2]1[C:10]([F:11])=[CH:9][C:5]([C:6]([NH2:8])=[O:7])=[C:4]([NH:12][C:13]2[CH:18]=[CH:17][C:16]([C:19]3([CH3:26])[CH2:24][CH2:23][N:22]([CH3:25])[CH2:21][CH2:20]3)=[CH:15][CH:14]=2)[N:3]=1.[C:27]1([C:33]2[CH2:37][C:36]3([CH2:42][CH2:41][CH2:40][NH:39][CH2:38]3)[O:35][N:34]=2)[CH:32]=[CH:31][CH:30]=[CH:29][CH:28]=1.CCN(C(C)C)C(C)C. (2) Reactant: FC(F)(F)C(O)=O.[CH:8]([N:11]1[C:15]([C:16]2[N:25]=[C:24]3[N:18]([CH2:19][CH2:20][O:21][C:22]4[CH:29]=[C:28]([CH:30]5[CH2:35][CH2:34][NH:33][CH2:32][CH2:31]5)[CH:27]=[CH:26][C:23]=43)[CH:17]=2)=[N:14][C:13]([CH2:36][O:37][CH3:38])=[N:12]1)([CH3:10])[CH3:9].Br[CH2:40][C:41]([NH2:43])=[O:42].C(=O)([O-])[O-].[K+].[K+]. Product: [CH:8]([N:11]1[C:15]([C:16]2[N:25]=[C:24]3[C:23]4[CH:26]=[CH:27][C:28]([CH:30]5[CH2:35][CH2:34][N:33]([CH2:40][C:41]([NH2:43])=[O:42])[CH2:32][CH2:31]5)=[CH:29][C:22]=4[O:21][CH2:20][CH2:19][N:18]3[CH:17]=2)=[N:14][C:13]([CH2:36][O:37][CH3:38])=[N:12]1)([CH3:10])[CH3:9]. The catalyst class is: 677. (3) Reactant: [N+:1]([C:4]1[CH:13]=[C:12]2[C:7]([CH2:8][C@@H:9]([C:21](=[O:33])[NH:22][C@H:23]3[C:32]4[C:27](=[CH:28][CH:29]=[CH:30][CH:31]=4)[CH2:26][CH2:25][CH2:24]3)[N:10]([C:14]([O:16][C:17]([CH3:20])([CH3:19])[CH3:18])=[O:15])[CH2:11]2)=[CH:6][CH:5]=1)([O-])=O. Product: [NH2:1][C:4]1[CH:13]=[C:12]2[C:7]([CH2:8][C@@H:9]([C:21](=[O:33])[NH:22][C@H:23]3[C:32]4[C:27](=[CH:28][CH:29]=[CH:30][CH:31]=4)[CH2:26][CH2:25][CH2:24]3)[N:10]([C:14]([O:16][C:17]([CH3:18])([CH3:19])[CH3:20])=[O:15])[CH2:11]2)=[CH:6][CH:5]=1. The catalyst class is: 19. (4) Reactant: [Sn](Cl)Cl.[Cl:4][C:5]1[CH:10]=[CH:9][C:8]([S:11](Cl)(=O)=O)=[CH:7][C:6]=1[N+:15]([O-])=O.C([O-])(O)=O.[Na+].C(Cl)(Cl)Cl.CCCCCC. Product: [NH2:15][C:6]1[CH:7]=[C:8]([SH:11])[CH:9]=[CH:10][C:5]=1[Cl:4]. The catalyst class is: 126.